This data is from Reaction yield outcomes from USPTO patents with 853,638 reactions. The task is: Predict the reaction yield, written as a fraction of the theoretical maximum amount of product (1.0 means a 100% yield; for example, 0.34 means a 34% yield). (1) The reactants are [F:1][C:2]1[CH:3]=[C:4]([NH2:17])[CH:5]=[C:6]([N:8]([CH3:16])[CH:9]2[CH2:14][CH2:13][N:12]([CH3:15])[CH2:11][CH2:10]2)[CH:7]=1.[Cl:18][C:19]1[CH:27]=[C:26]([F:28])[CH:25]=[CH:24][C:20]=1[C:21](Cl)=[O:22]. No catalyst specified. The product is [Cl:18][C:19]1[CH:27]=[C:26]([F:28])[CH:25]=[CH:24][C:20]=1[C:21]([NH:17][C:4]1[CH:5]=[C:6]([N:8]([CH3:16])[CH:9]2[CH2:10][CH2:11][N:12]([CH3:15])[CH2:13][CH2:14]2)[CH:7]=[C:2]([F:1])[CH:3]=1)=[O:22]. The yield is 1.00. (2) The reactants are Br[C:2]1[S:6][C:5]([C:7]2[S:8][C:9](Br)=[CH:10][CH:11]=2)=[CH:4][CH:3]=1.CC1(C)C(C)(C)OC([C:21]2[CH:27]=[CH:26][CH:25]=[CH:24][C:22]=2[NH2:23])O1.[O-]P([O-])([O-])=O.[K+].[K+].[K+].C(Cl)(Cl)Cl.P([C:50]([CH3:53])([CH3:52])C)(C(C)(C)C)C(C)(C)C.[H+].[B-](F)(F)(F)F. The catalyst is [Cl-].[Na+].O.C1(C)C=CC=CC=1. The product is [S:6]1[C:2]([C:52]2[CH:50]=[CH:53][CH:27]=[CH:21][C:22]=2[NH2:23])=[CH:3][CH:4]=[C:5]1[C:7]1[S:8][C:9]([C:24]2[CH:25]=[CH:26][CH:27]=[CH:21][C:22]=2[NH2:23])=[CH:10][CH:11]=1. The yield is 0.883. (3) The reactants are [N:1]1[CH:6]=[C:5]([C:7]([OH:9])=O)[CH:4]=[C:3]([C:10]([OH:12])=[O:11])[CH:2]=1.C(N(C(C)C)CC)(C)C.C1C=CC(C(Cl)(C2C(Cl)=CC=CC=2)C2C=CC=CC=2)=CC=1.[CH3:43][NH:44][CH2:45][CH2:46][CH3:47].F[P-](F)(F)(F)(F)F.N1(O[P+](N2CCCC2)(N2CCCC2)N2CCCC2)C2C=CC=CC=2N=N1. The catalyst is ClCCl.CN(C=O)C. The product is [CH3:43][N:44]([CH2:45][CH2:46][CH3:47])[C:7]([C:5]1[CH:6]=[N:1][CH:2]=[C:3]([CH:4]=1)[C:10]([OH:12])=[O:11])=[O:9]. The yield is 0.500.